Dataset: Full USPTO retrosynthesis dataset with 1.9M reactions from patents (1976-2016). Task: Predict the reactants needed to synthesize the given product. (1) Given the product [C:13]([O:12][CH2:11][CH2:10][N:1]1[C:5]2[CH:6]=[CH:7][CH:8]=[CH:9][C:4]=2[N:3]=[CH:2]1)(=[O:15])[CH3:14], predict the reactants needed to synthesize it. The reactants are: [N:1]1([CH2:10][CH2:11][OH:12])[C:5]2[CH:6]=[CH:7][CH:8]=[CH:9][C:4]=2[N:3]=[CH:2]1.[C:13](OC(=O)C)(=[O:15])[CH3:14]. (2) Given the product [C:22]([C:2]1[CH:14]=[CH:13][C:5]2[C:6](=[O:12])[CH2:7][CH2:8][C:9](=[O:11])[NH:10][C:4]=2[CH:3]=1)#[N:23], predict the reactants needed to synthesize it. The reactants are: I[C:2]1[CH:14]=[CH:13][C:5]2[C:6](=[O:12])[CH2:7][CH2:8][C:9](=[O:11])[NH:10][C:4]=2[CH:3]=1.CCOC(C)=O.O.[CH3:22][N:23](C=O)C. (3) Given the product [C:30]([C:27]1([NH:26][C:10](=[O:12])[CH:9]([NH:13][CH:14]([C:18]2[CH:23]=[CH:22][C:21]([F:24])=[CH:20][CH:19]=2)[CH:15]([F:17])[F:16])[CH2:8][S:5]([CH2:4][CH:1]2[CH2:2][CH2:3]2)(=[O:7])=[O:6])[CH2:29][CH2:28]1)#[N:31], predict the reactants needed to synthesize it. The reactants are: [CH:1]1([CH2:4][S:5]([CH2:8][C@H:9]([NH:13][C@@H:14]([C:18]2[CH:23]=[CH:22][C:21]([F:24])=[CH:20][CH:19]=2)[CH:15]([F:17])[F:16])[C:10]([OH:12])=O)(=[O:7])=[O:6])[CH2:3][CH2:2]1.Cl.[NH2:26][C:27]1([C:30]#[N:31])[CH2:29][CH2:28]1.CN(C(ON1N=NC2C=CC=NC1=2)=[N+](C)C)C.F[P-](F)(F)(F)(F)F.C(N(C(C)C)CC)(C)C. (4) Given the product [N:11]1([C:17]([C:19]2[CH:24]=[CH:23][CH:22]=[C:21]([C:2]3[CH:3]=[C:4]4[CH:10]=[N:9][NH:8][C:5]4=[N:6][CH:7]=3)[CH:20]=2)=[O:18])[CH2:16][CH2:15][O:14][CH2:13][CH2:12]1, predict the reactants needed to synthesize it. The reactants are: Br[C:2]1[CH:3]=[C:4]2[CH:10]=[N:9][NH:8][C:5]2=[N:6][CH:7]=1.[N:11]1([C:17]([C:19]2[CH:20]=[C:21](B(O)O)[CH:22]=[CH:23][CH:24]=2)=[O:18])[CH2:16][CH2:15][O:14][CH2:13][CH2:12]1.C(=O)(O)[O-].[Na+].C1(P(=O)(C2C=CC=CC=2)C2C=CC=CC=2)C=CC=CC=1. (5) Given the product [OH:22][NH:21][C:3](=[O:2])[CH2:4][CH2:5][CH2:6][CH2:7][CH2:8][S:9]([C:11]1[CH:16]=[CH:15][C:14]([N:17]([CH3:19])[CH3:18])=[CH:13][CH:12]=1)=[O:10], predict the reactants needed to synthesize it. The reactants are: C[O:2][C:3](=O)[CH2:4][CH2:5][CH2:6][CH2:7][CH2:8][S:9]([C:11]1[CH:16]=[CH:15][C:14]([N:17]([CH3:19])[CH3:18])=[CH:13][CH:12]=1)=[O:10].[NH2:21][OH:22].[OH-].[K+].CO. (6) Given the product [CH2:27]([O:26][C:20]1[N:21]=[C:4]2[N:3]=[C:2]([CH3:1])[CH:7]=[C:6]([NH:8][C:9]3[CH:14]=[CH:13][C:12]([C:15]([F:18])([F:17])[F:16])=[CH:11][CH:10]=3)[N:5]2[N:19]=1)[CH3:28], predict the reactants needed to synthesize it. The reactants are: [CH3:1][C:2]1[CH:7]=[C:6]([NH:8][C:9]2[CH:14]=[CH:13][C:12]([C:15]([F:18])([F:17])[F:16])=[CH:11][CH:10]=2)[N:5]2[N:19]=[C:20](S(C)(=O)=O)[N:21]=[C:4]2[N:3]=1.[O-:26][CH2:27][CH3:28].[Na+].